The task is: Predict the reactants needed to synthesize the given product.. This data is from Full USPTO retrosynthesis dataset with 1.9M reactions from patents (1976-2016). (1) Given the product [F:25][C:26]1[CH:33]=[CH:32][C:29]([CH2:30][NH:31][C:22]([C:10]2[N:11]=[C:12]3[N:18]([CH:19]([CH3:20])[CH3:21])[CH2:17][CH2:16][N:13]3[C:14](=[O:15])[C:9]=2[O:8][CH2:1][C:2]2[CH:3]=[CH:4][CH:5]=[CH:6][CH:7]=2)=[O:23])=[CH:28][C:27]=1[CH3:34], predict the reactants needed to synthesize it. The reactants are: [CH2:1]([O:8][C:9]1[C:14](=[O:15])[N:13]2[CH2:16][CH2:17][N:18]([CH:19]([CH3:21])[CH3:20])[C:12]2=[N:11][C:10]=1[C:22](O)=[O:23])[C:2]1[CH:7]=[CH:6][CH:5]=[CH:4][CH:3]=1.[F:25][C:26]1[CH:33]=[CH:32][C:29]([CH2:30][NH2:31])=[CH:28][C:27]=1[CH3:34]. (2) Given the product [CH2:17]([C:3]1[CH:4]=[C:5]([O:8][CH2:9][CH2:10][CH2:11][C:12]([O:14][CH2:15][CH3:16])=[O:13])[CH:6]=[CH:7][C:2]=1[B:22]1[O:23][C:24]([CH3:26])([CH3:25])[C:20]([CH3:36])([CH3:19])[O:21]1)[CH3:18], predict the reactants needed to synthesize it. The reactants are: Br[C:2]1[CH:7]=[CH:6][C:5]([O:8][CH2:9][CH2:10][CH2:11][C:12]([O:14][CH2:15][CH3:16])=[O:13])=[CH:4][C:3]=1[CH2:17][CH3:18].[CH3:19][C:20]1([CH3:36])[C:24]([CH3:26])([CH3:25])[O:23][B:22]([B:22]2[O:23][C:24]([CH3:26])([CH3:25])[C:20]([CH3:36])([CH3:19])[O:21]2)[O:21]1.C([O-])(=O)C.[K+]. (3) Given the product [N+:1]([C:4]1[CH:5]=[C:6]([C:27]([C:29]2[CH:37]=[CH:36][CH:35]=[CH:34][C:30]=2[C:31]([NH2:40])=[O:33])=[O:28])[CH:7]=[CH:8][C:9]=1[N:10]1[CH2:11][CH2:12][CH:13]([N:16]2[C:21]3[CH:22]=[CH:23][CH:24]=[CH:25][C:20]=3[CH2:19][O:18][C:17]2=[O:26])[CH2:14][CH2:15]1)([O-:3])=[O:2], predict the reactants needed to synthesize it. The reactants are: [N+:1]([C:4]1[CH:5]=[C:6]([C:27]([C:29]2[CH:37]=[CH:36][CH:35]=[CH:34][C:30]=2[C:31]([OH:33])=O)=[O:28])[CH:7]=[CH:8][C:9]=1[N:10]1[CH2:15][CH2:14][CH:13]([N:16]2[C:21]3[CH:22]=[CH:23][CH:24]=[CH:25][C:20]=3[CH2:19][O:18][C:17]2=[O:26])[CH2:12][CH2:11]1)([O-:3])=[O:2].C(N1C=CN=C1)([N:40]1C=CN=C1)=O.N. (4) Given the product [F:19][C:20]1[CH:25]=[CH:24][C:23]([NH:26][C:27](=[S:28])[NH:1][C:2]2[CH:3]=[C:4]([CH:14]=[CH:15][C:16]=2[O:17][CH3:18])[C:5]([NH:7][C:8]2[CH:13]=[CH:12][CH:11]=[CH:10][CH:9]=2)=[O:6])=[CH:22][CH:21]=1, predict the reactants needed to synthesize it. The reactants are: [NH2:1][C:2]1[CH:3]=[C:4]([CH:14]=[CH:15][C:16]=1[O:17][CH3:18])[C:5]([NH:7][C:8]1[CH:13]=[CH:12][CH:11]=[CH:10][CH:9]=1)=[O:6].[F:19][C:20]1[CH:25]=[CH:24][C:23]([N:26]=[C:27]=[S:28])=[CH:22][CH:21]=1. (5) Given the product [CH3:34][O:33][C:37](=[O:39])[C:2]1[CH:21]=[CH:20][CH:19]=[C:4]([CH2:5][C:6]2[O:10][C:9]([C:11]3[CH:18]=[CH:17][C:14]([C:15]#[N:16])=[CH:13][CH:12]=3)=[N:8][N:7]=2)[CH:3]=1, predict the reactants needed to synthesize it. The reactants are: I[C:2]1[CH:3]=[C:4]([CH:19]=[CH:20][CH:21]=1)[CH2:5][C:6]1[O:10][C:9]([C:11]2[CH:18]=[CH:17][C:14]([C:15]#[N:16])=[CH:13][CH:12]=2)=[N:8][N:7]=1.C1CCN2C(=NCCC2)CC1.[O:33]1[CH2:37]CC[CH2:34]1.C[OH:39].